The task is: Predict the product of the given reaction.. This data is from Forward reaction prediction with 1.9M reactions from USPTO patents (1976-2016). (1) Given the reactants [FH:1].[FH:2].F.C(N(CC)CC)C.[N:11]1[N:12]=[N:13][N:14]2[CH2:20][CH2:19][C:18](=O)[CH2:17][CH2:16][C:15]=12.C(=O)(O)[O-].[Na+], predict the reaction product. The product is: [F:1][C:18]1([F:2])[CH2:19][CH2:20][N:14]2[N:13]=[N:12][N:11]=[C:15]2[CH2:16][CH2:17]1. (2) Given the reactants OC[C:3]1[CH:8]=[CH:7][C:6]([C:9]2[CH:14]=[CH:13][CH:12]=[CH:11][CH:10]=2)=[C:5]([C:15]2[NH:19][N:18]=[N:17][N:16]=2)[CH:4]=1.Cl[O-].[Na+].[C:23](=O)([O-])[O-:24].[K+].[K+], predict the reaction product. The product is: [N:19]1[NH:18][N:17]=[N:16][C:15]=1[C:5]1[CH:4]=[CH:3][CH:8]=[CH:7][C:6]=1[C:9]1[CH:10]=[CH:11][C:12]([CH:23]=[O:24])=[CH:13][CH:14]=1. (3) Given the reactants [Cl:1][C:2]1[N:3]=[C:4](Cl)[C:5]2[N:11]=[C:10]([C:12]3[CH:17]=[CH:16][C:15]([F:18])=[CH:14][CH:13]=3)[CH:9]=[CH:8][C:6]=2[N:7]=1.[CH3:20][O:21][CH2:22][CH2:23][CH2:24][NH2:25], predict the reaction product. The product is: [Cl:1][C:2]1[N:3]=[C:4]([NH:25][CH2:24][CH2:23][CH2:22][O:21][CH3:20])[C:5]2[N:11]=[C:10]([C:12]3[CH:17]=[CH:16][C:15]([F:18])=[CH:14][CH:13]=3)[CH:9]=[CH:8][C:6]=2[N:7]=1. (4) Given the reactants [F-].C([N+](CCCC)(CCCC)CCCC)CCC.[Si]([O:36][CH2:37][CH2:38][O:39][CH2:40][C@H:41]([O:53][C:54]1[N:59]=[CH:58][N:57]=[C:56]2[N:60]([C:63]3[CH:68]=[CH:67][CH:66]=[C:65]([C:69]#[N:70])[C:64]=3[CH3:71])[N:61]=[CH:62][C:55]=12)[C:42]([NH:44][C:45]1[CH:50]=[CH:49][C:48]([C:51]#[N:52])=[CH:47][N:46]=1)=[O:43])(C(C)(C)C)(C1C=CC=CC=1)C1C=CC=CC=1, predict the reaction product. The product is: [C:69]([C:65]1[C:64]([CH3:71])=[C:63]([N:60]2[C:56]3=[N:57][CH:58]=[N:59][C:54]([O:53][C@@H:41]([CH2:40][O:39][CH2:38][CH2:37][OH:36])[C:42]([NH:44][C:45]4[CH:50]=[CH:49][C:48]([C:51]#[N:52])=[CH:47][N:46]=4)=[O:43])=[C:55]3[CH:62]=[N:61]2)[CH:68]=[CH:67][CH:66]=1)#[N:70].